Dataset: Full USPTO retrosynthesis dataset with 1.9M reactions from patents (1976-2016). Task: Predict the reactants needed to synthesize the given product. Given the product [NH2:2][CH2:1][CH:3]([C:9]1[CH:10]=[CH:11][C:12]([CH2:15][O:16][Si:17]([CH:24]([CH3:25])[CH3:26])([CH:18]([CH3:20])[CH3:19])[CH:21]([CH3:22])[CH3:23])=[CH:13][CH:14]=1)[C:4]([O:6][CH2:7][CH3:8])=[O:5], predict the reactants needed to synthesize it. The reactants are: [C:1]([CH:3]([C:9]1[CH:14]=[CH:13][C:12]([CH2:15][O:16][Si:17]([CH:24]([CH3:26])[CH3:25])([CH:21]([CH3:23])[CH3:22])[CH:18]([CH3:20])[CH3:19])=[CH:11][CH:10]=1)[C:4]([O:6][CH2:7][CH3:8])=[O:5])#[N:2].[BH4-].[Na+].